From a dataset of Full USPTO retrosynthesis dataset with 1.9M reactions from patents (1976-2016). Predict the reactants needed to synthesize the given product. (1) Given the product [CH3:27][O:26][C:23]1[CH:22]=[CH:21][C:20]([C:19]2[C:12]3[C:11]([O:10][CH2:9][CH2:8][CH2:7][CH2:6][CH2:5][C:4]([OH:34])=[O:3])=[N:16][CH:15]=[N:14][C:13]=3[O:17][C:18]=2[C:28]2[CH:29]=[CH:30][CH:31]=[CH:32][CH:33]=2)=[CH:25][CH:24]=1, predict the reactants needed to synthesize it. The reactants are: C([O:3][C:4](=[O:34])[CH2:5][CH2:6][CH2:7][CH2:8][CH2:9][O:10][C:11]1[C:12]2[C:19]([C:20]3[CH:25]=[CH:24][C:23]([O:26][CH3:27])=[CH:22][CH:21]=3)=[C:18]([C:28]3[CH:33]=[CH:32][CH:31]=[CH:30][CH:29]=3)[O:17][C:13]=2[N:14]=[CH:15][N:16]=1)C.[OH-].[Na+].Cl. (2) Given the product [Br:1][C:2]1[S:6][C:5]([C:7]([OH:9])([CH3:10])[CH3:8])=[CH:4][CH:3]=1, predict the reactants needed to synthesize it. The reactants are: [Br:1][C:2]1[S:6][C:5]([C:7](=[O:9])[CH3:8])=[CH:4][CH:3]=1.[CH3:10][Mg]Br. (3) The reactants are: [F:1][C:2]1[CH:10]=[CH:9][CH:8]=[C:7]([F:11])[C:3]=1[C:4](Cl)=[O:5].[CH2:12]([NH:14][CH2:15][C:16]([CH2:22][NH:23][C:24]1[CH:32]=[C:31]([CH3:33])[CH:30]=[C:29]2[C:25]=1[CH:26]=[N:27][N:28]2[C:34]1[CH:39]=[CH:38][C:37]([F:40])=[CH:36][CH:35]=1)([OH:21])[C:17]([F:20])([F:19])[F:18])[CH3:13]. Given the product [CH2:12]([N:14]([CH2:15][C:16]([CH2:22][NH:23][C:24]1[CH:32]=[C:31]([CH3:33])[CH:30]=[C:29]2[C:25]=1[CH:26]=[N:27][N:28]2[C:34]1[CH:35]=[CH:36][C:37]([F:40])=[CH:38][CH:39]=1)([OH:21])[C:17]([F:19])([F:20])[F:18])[C:4](=[O:5])[C:3]1[C:2]([F:1])=[CH:10][CH:9]=[CH:8][C:7]=1[F:11])[CH3:13], predict the reactants needed to synthesize it. (4) The reactants are: [CH2:1]([O:3][C:4]([C:6]1[C:7]2[CH2:27][S:26](=[O:29])(=[O:28])[C:25]3[CH:24]=[CH:23][CH:22]=[CH:21][C:20]=3[C:8]=2[N:9]([C:11]2[CH:19]=[CH:18][C:14]([C:15](O)=[O:16])=[CH:13][CH:12]=2)[N:10]=1)=[O:5])[CH3:2].C(N(CC)CC)C.ClC(OCC(C)C)=O.[BH4-].[Na+]. Given the product [OH:16][CH2:15][C:14]1[CH:13]=[CH:12][C:11]([N:9]2[C:8]3[C:20]4[CH:21]=[CH:22][CH:23]=[CH:24][C:25]=4[S:26](=[O:29])(=[O:28])[CH2:27][C:7]=3[C:6]([C:4]([O:3][CH2:1][CH3:2])=[O:5])=[N:10]2)=[CH:19][CH:18]=1, predict the reactants needed to synthesize it. (5) Given the product [CH3:1][C:2]1([CH3:15])[O:6][C@H:5]([CH2:7][C:8]2([S:11]([Cl:19])(=[O:13])=[O:12])[CH2:10][CH2:9]2)[CH2:4][O:3]1, predict the reactants needed to synthesize it. The reactants are: [CH3:1][C:2]1([CH3:15])[O:6][C@H:5]([CH2:7][C:8]2([S:11]([O-])(=[O:13])=[O:12])[CH2:10][CH2:9]2)[CH2:4][O:3]1.[Na+].P(Cl)(Cl)([Cl:19])=O. (6) Given the product [CH2:27]([O:26][C@H:23]1[CH2:22][CH2:21][C@H:20]([N:10]([C:11]([C@H:13]2[CH2:18][CH2:17][C@H:16]([CH3:19])[CH2:15][CH2:14]2)=[O:12])[C:9]2[CH:8]=[C:7]([C:30]#[C:31][C:32]([CH3:35])([CH3:34])[CH3:33])[S:6][C:5]=2[C:3]([OH:4])=[O:2])[CH2:25][CH2:24]1)[CH:28]=[CH2:29], predict the reactants needed to synthesize it. The reactants are: C[O:2][C:3]([C:5]1[S:6][C:7]([C:30]#[C:31][C:32]([CH3:35])([CH3:34])[CH3:33])=[CH:8][C:9]=1[N:10]([C@H:20]1[CH2:25][CH2:24][C@H:23]([O:26][CH2:27][CH:28]=[CH2:29])[CH2:22][CH2:21]1)[C:11]([C@H:13]1[CH2:18][CH2:17][C@H:16]([CH3:19])[CH2:15][CH2:14]1)=[O:12])=[O:4].C1COCC1.O.O.[OH-].[Li+]. (7) Given the product [Cl:21][C:2]1[N:7]=[CH:6][C:5]([C:8](=[O:18])[CH2:9][C:10]2[CH:15]=[CH:14][C:13]([O:16][CH3:17])=[CH:12][CH:11]=2)=[CH:4][CH:3]=1, predict the reactants needed to synthesize it. The reactants are: O[C:2]1[N:7]=[CH:6][C:5]([C:8](=[O:18])[CH2:9][C:10]2[CH:15]=[CH:14][C:13]([O:16][CH3:17])=[CH:12][CH:11]=2)=[CH:4][CH:3]=1.P(Cl)(Cl)([Cl:21])=O.